This data is from NCI-60 drug combinations with 297,098 pairs across 59 cell lines. The task is: Regression. Given two drug SMILES strings and cell line genomic features, predict the synergy score measuring deviation from expected non-interaction effect. (1) Drug 1: CN(C)N=NC1=C(NC=N1)C(=O)N. Drug 2: CCC1(CC2CC(C3=C(CCN(C2)C1)C4=CC=CC=C4N3)(C5=C(C=C6C(=C5)C78CCN9C7C(C=CC9)(C(C(C8N6C=O)(C(=O)OC)O)OC(=O)C)CC)OC)C(=O)OC)O.OS(=O)(=O)O. Cell line: UACC-257. Synergy scores: CSS=6.24, Synergy_ZIP=0.496, Synergy_Bliss=5.66, Synergy_Loewe=-32.3, Synergy_HSA=-6.23. (2) Drug 1: CCC1=CC2CC(C3=C(CN(C2)C1)C4=CC=CC=C4N3)(C5=C(C=C6C(=C5)C78CCN9C7C(C=CC9)(C(C(C8N6C)(C(=O)OC)O)OC(=O)C)CC)OC)C(=O)OC.C(C(C(=O)O)O)(C(=O)O)O. Drug 2: CC(C)NC(=O)C1=CC=C(C=C1)CNNC.Cl. Cell line: CAKI-1. Synergy scores: CSS=40.3, Synergy_ZIP=-1.67, Synergy_Bliss=-2.54, Synergy_Loewe=-53.9, Synergy_HSA=-0.512.